This data is from Reaction yield outcomes from USPTO patents with 853,638 reactions. The task is: Predict the reaction yield, written as a fraction of the theoretical maximum amount of product (1.0 means a 100% yield; for example, 0.34 means a 34% yield). (1) The reactants are [CH3:1][O:2][C:3]1[CH:4]=[C:5]2[C:9](=[CH:10][CH:11]=1)[NH:8][C:7](=[O:12])[C:6]2=[O:13].[H-].[Na+].[CH:16]1[CH:21]=[CH:20][C:19]([CH2:22]Br)=[CH:18][CH:17]=1.O. The catalyst is CN(C=O)C. The product is [CH2:22]([N:8]1[C:9]2[C:5](=[CH:4][C:3]([O:2][CH3:1])=[CH:11][CH:10]=2)[C:6](=[O:13])[C:7]1=[O:12])[C:19]1[CH:20]=[CH:21][CH:16]=[CH:17][CH:18]=1. The yield is 0.810. (2) The reactants are Br[C:2]1[CH:7]=[CH:6][C:5]([S:8]([N:11](C)[C@H:12]([C:16]([O:18][CH3:19])=[O:17])[CH:13]([CH3:15])[CH3:14])(=[O:10])=[O:9])=[CH:4][CH:3]=1.[N+:21]([C:24]1[CH:29]=[CH:28][C:27](B(O)O)=[CH:26][CH:25]=1)([O-:23])=[O:22].C1(C)C=CC=CC=1.C(=O)(O)[O-].[Na+]. The catalyst is C(Cl)Cl.C(O)C. The product is [N+:21]([C:24]1[CH:29]=[CH:28][C:27]([C:2]2[CH:7]=[CH:6][C:5]([S:8]([NH:11][C@H:12]([C:16]([O:18][CH3:19])=[O:17])[CH:13]([CH3:15])[CH3:14])(=[O:10])=[O:9])=[CH:4][CH:3]=2)=[CH:26][CH:25]=1)([O-:23])=[O:22]. The yield is 0.590. (3) The reactants are C(=O)([O-])[O-].[K+].[K+].[CH2:7]([N:9]=[C:10]=[O:11])[CH3:8].[Cl:12][C:13]1[C:14]([O:20][C:21]2[CH:25]=[C:24]([CH3:26])[NH:23][N:22]=2)=[N:15][CH:16]=[C:17]([Cl:19])[CH:18]=1.Cl. The catalyst is C(OCC)(=O)C. The product is [CH2:7]([NH:9][C:10]([N:23]1[C:24]([CH3:26])=[CH:25][C:21]([O:20][C:14]2[C:13]([Cl:12])=[CH:18][C:17]([Cl:19])=[CH:16][N:15]=2)=[N:22]1)=[O:11])[CH3:8]. The yield is 0.698. (4) No catalyst specified. The product is [Cl:21][C:7]1[C:6]2[C:11](=[CH:12][C:3]([O:2][CH3:1])=[CH:4][CH:5]=2)[N:10]=[C:9]([N:13]2[CH2:17][CH2:16][CH2:15][CH2:14]2)[N:8]=1. The reactants are [CH3:1][O:2][C:3]1[CH:12]=[C:11]2[C:6]([C:7](O)=[N:8][C:9]([N:13]3[CH2:17][CH2:16][CH2:15][CH2:14]3)=[N:10]2)=[CH:5][CH:4]=1.O=P(Cl)(Cl)[Cl:21]. The yield is 0.840.